Dataset: Catalyst prediction with 721,799 reactions and 888 catalyst types from USPTO. Task: Predict which catalyst facilitates the given reaction. (1) Reactant: [C:1]([O:5][C:6]([N:8]1[CH:12]=[C:11]([CH3:13])[C:10]([CH3:14])=[C:9]1[CH:15]=[O:16])=[O:7])([CH3:4])([CH3:3])[CH3:2].[C:17]([Mg]Cl)#[CH:18]. Product: [C:1]([O:5][C:6]([N:8]1[CH:12]=[C:11]([CH3:13])[C:10]([CH3:14])=[C:9]1[CH:15]([OH:16])[C:17]#[CH:18])=[O:7])([CH3:4])([CH3:2])[CH3:3]. The catalyst class is: 1. (2) Reactant: [Br:1][C:2]1[CH:3]=[CH:4][C:5]([O:9][CH2:10][CH3:11])=[C:6]([OH:8])[CH:7]=1.C([O-])([O-])=O.[K+].[K+].Br[CH:19]1[CH2:22][CH2:21][CH2:20]1. Product: [Br:1][C:2]1[CH:3]=[CH:4][C:5]([O:9][CH2:10][CH3:11])=[C:6]([O:8][CH:19]2[CH2:22][CH2:21][CH2:20]2)[CH:7]=1. The catalyst class is: 369. (3) Reactant: Br[CH2:2][CH2:3][CH2:4][CH2:5][CH2:6][CH2:7][CH2:8][C:9]([OH:11])=[O:10].[CH2:12]([SH:19])[CH2:13][CH2:14][CH2:15][CH2:16][CH2:17][CH3:18].Cl. Product: [CH2:12]([S:19][CH2:2][CH2:3][CH2:4][CH2:5][CH2:6][CH2:7][CH2:8][C:9]([OH:11])=[O:10])[CH2:13][CH2:14][CH2:15][CH2:16][CH2:17][CH3:18]. The catalyst class is: 74. (4) Reactant: [Cl:1][C:2]1[CH:7]=[CH:6][C:5]([C@:8]2(O)[CH2:13][CH2:12][NH:11][CH2:10][C:9]2([CH3:15])[CH3:14])=[CH:4][CH:3]=1.C(O)(=O)[C@H]([C@@H](C(O)=O)O)O. Product: [Cl:1][C:2]1[CH:7]=[CH:6][C:5]([C:8]2[C:9]([CH3:15])([CH3:14])[CH2:10][NH:11][CH2:12][CH:13]=2)=[CH:4][CH:3]=1. The catalyst class is: 33. (5) Reactant: [F:1][C:2]([F:7])([F:6])[C:3]([OH:5])=[O:4].C(OC([N:15]1[CH2:20][C@H:19]([CH3:21])[N:18]([C:22]2[CH:27]=[CH:26][C:25]([O:28][CH2:29][C@@H:30]3[O:35][C:34]4=[N:36][C:37]([N+:39]([O-:41])=[O:40])=[CH:38][N:33]4[CH2:32][CH2:31]3)=[CH:24][CH:23]=2)[CH2:17][C@H:16]1[CH3:42])=O)(C)(C)C. Product: [F:1][C:2]([F:7])([F:6])[C:3]([OH:5])=[O:4].[CH3:21][C@H:19]1[CH2:20][NH:15][C@H:16]([CH3:42])[CH2:17][N:18]1[C:22]1[CH:23]=[CH:24][C:25]([O:28][CH2:29][C@@H:30]2[O:35][C:34]3=[N:36][C:37]([N+:39]([O-:41])=[O:40])=[CH:38][N:33]3[CH2:32][CH2:31]2)=[CH:26][CH:27]=1. The catalyst class is: 4.